From a dataset of CYP2C19 inhibition data for predicting drug metabolism from PubChem BioAssay. Regression/Classification. Given a drug SMILES string, predict its absorption, distribution, metabolism, or excretion properties. Task type varies by dataset: regression for continuous measurements (e.g., permeability, clearance, half-life) or binary classification for categorical outcomes (e.g., BBB penetration, CYP inhibition). Dataset: cyp2c19_veith. The compound is COc1ccccc1CNc1ccnc(-c2ccc(N(C)C)cc2)n1. The result is 1 (inhibitor).